Task: Predict which catalyst facilitates the given reaction.. Dataset: Catalyst prediction with 721,799 reactions and 888 catalyst types from USPTO (1) Reactant: [N:1]1[C:9]([NH:10][C@H:11]([C:13]2[N:14]([C:25]3[CH:30]=[CH:29][CH:28]=[CH:27][CH:26]=3)[C:15](=[O:24])[C:16]3[C:21]([CH:22]=2)=[CH:20][CH:19]=[CH:18][C:17]=3[CH3:23])[CH3:12])=[C:8]2[C:4]([NH:5][CH:6]=[N:7]2)=[N:3][CH:2]=1.[NH2:31]C1N=C2C(NC=N2)=C(Cl)N=1.C(N(CC)C(C)C)(C)C. Product: [NH2:31][C:2]1[N:3]=[C:4]2[C:8]([N:7]=[CH:6][NH:5]2)=[C:9]([NH:10][C@H:11]([C:13]2[N:14]([C:25]3[CH:30]=[CH:29][CH:28]=[CH:27][CH:26]=3)[C:15](=[O:24])[C:16]3[C:21]([CH:22]=2)=[CH:20][CH:19]=[CH:18][C:17]=3[CH3:23])[CH3:12])[N:1]=1. The catalyst class is: 114. (2) Reactant: [Cl:1][C:2]1[CH:10]=[C:9]([C:11]2[NH:15][N:14]=[N:13][N:12]=2)[CH:8]=[C:7]([Cl:16])[C:3]=1[C:4]([OH:6])=O.Cl.CN(C)CCCN=C=NCC.O.ON1C2C=CC=CC=2N=N1.Cl.C([O:43][C:44](=[O:66])[C@@H:45]([NH2:65])[CH2:46][C:47]1[CH:52]=[CH:51][C:50]([N:53]2[C:61](=[O:62])[C:60]3[C:55](=[CH:56][CH:57]=[CH:58][C:59]=3[CH3:63])[C:54]2=[O:64])=[CH:49][CH:48]=1)C. Product: [Cl:16][C:7]1[CH:8]=[C:9]([C:11]2[NH:15][N:14]=[N:13][N:12]=2)[CH:10]=[C:2]([Cl:1])[C:3]=1[C:4]([NH:65][C@@H:45]([CH2:46][C:47]1[CH:48]=[CH:49][C:50]([N:53]2[C:61](=[O:62])[C:60]3[C:55](=[CH:56][CH:57]=[CH:58][C:59]=3[CH3:63])[C:54]2=[O:64])=[CH:51][CH:52]=1)[C:44]([OH:66])=[O:43])=[O:6]. The catalyst class is: 236. (3) The catalyst class is: 12. Product: [F:12][C:13]1[CH:18]=[CH:17][CH:16]=[CH:15][C:14]=1[C:2]1[N:7]=[C:6]([NH2:8])[C:5]([N+:9]([O-:11])=[O:10])=[CH:4][CH:3]=1. Reactant: Cl[C:2]1[N:7]=[C:6]([NH2:8])[C:5]([N+:9]([O-:11])=[O:10])=[CH:4][CH:3]=1.[F:12][C:13]1[CH:18]=[CH:17][CH:16]=[CH:15][C:14]=1B(O)O.C(=O)([O-])[O-].[Cs+].[Cs+]. (4) Reactant: [Br:1][C:2]1[CH:3]=[C:4]([C:11]([O:13][CH2:14][CH3:15])=[O:12])[C:5]2[CH:10]=[N:9][NH:8][C:6]=2[N:7]=1.C([O-])([O-])=O.[K+].[K+].[CH:22]1(Br)[CH2:26][CH2:25][CH2:24][CH2:23]1. Product: [Br:1][C:2]1[CH:3]=[C:4]([C:11]([O:13][CH2:14][CH3:15])=[O:12])[C:5]2[CH:10]=[N:9][N:8]([CH:22]3[CH2:26][CH2:25][CH2:24][CH2:23]3)[C:6]=2[N:7]=1. The catalyst class is: 10. (5) Reactant: [F:1][C:2]1[CH:7]=[CH:6][C:5]([C:8](=[O:12])[CH2:9][C:10]#[N:11])=[CH:4][CH:3]=1.[F:13][C:14]1[CH:15]=[C:16]([NH2:22])[CH:17]=[CH:18][C:19]=1[O:20][CH3:21]. Product: [F:13][C:14]1[CH:15]=[C:16]([NH:22][C:10](=[NH:11])[CH2:9][C:8]([C:5]2[CH:6]=[CH:7][C:2]([F:1])=[CH:3][CH:4]=2)=[O:12])[CH:17]=[CH:18][C:19]=1[O:20][CH3:21]. The catalyst class is: 8.